From a dataset of NCI-60 drug combinations with 297,098 pairs across 59 cell lines. Regression. Given two drug SMILES strings and cell line genomic features, predict the synergy score measuring deviation from expected non-interaction effect. (1) Drug 2: CCCS(=O)(=O)NC1=C(C(=C(C=C1)F)C(=O)C2=CNC3=C2C=C(C=N3)C4=CC=C(C=C4)Cl)F. Synergy scores: CSS=31.4, Synergy_ZIP=-1.46, Synergy_Bliss=-2.73, Synergy_Loewe=-16.3, Synergy_HSA=-1.82. Drug 1: C1=CC(=CC=C1CCC2=CNC3=C2C(=O)NC(=N3)N)C(=O)NC(CCC(=O)O)C(=O)O. Cell line: U251. (2) Drug 1: CCC(=C(C1=CC=CC=C1)C2=CC=C(C=C2)OCCN(C)C)C3=CC=CC=C3.C(C(=O)O)C(CC(=O)O)(C(=O)O)O. Drug 2: C1C(C(OC1N2C=NC(=NC2=O)N)CO)O. Cell line: HOP-62. Synergy scores: CSS=5.49, Synergy_ZIP=1.66, Synergy_Bliss=5.06, Synergy_Loewe=3.59, Synergy_HSA=3.62. (3) Drug 1: CN(C)N=NC1=C(NC=N1)C(=O)N. Drug 2: C1CN(P(=O)(OC1)NCCCl)CCCl. Cell line: COLO 205. Synergy scores: CSS=1.36, Synergy_ZIP=-0.710, Synergy_Bliss=-2.54, Synergy_Loewe=-4.83, Synergy_HSA=-3.16.